From a dataset of Forward reaction prediction with 1.9M reactions from USPTO patents (1976-2016). Predict the product of the given reaction. Given the reactants [N+:1]([C:4]1[CH:5]=[C:6]([C:10]2[CH:18]=[C:17]3[C:13]([CH:14]=[CH:15][N:16]3[C:19]3[CH:24]=[CH:23][N:22]=[CH:21][CH:20]=3)=[CH:12][CH:11]=2)[CH:7]=[CH:8][CH:9]=1)([O-:3])=[O:2].Cl.[Br:26]C1C=CN=CC=1, predict the reaction product. The product is: [Br:26][C:14]1[C:13]2[C:17](=[CH:18][C:10]([C:6]3[CH:7]=[CH:8][CH:9]=[C:4]([N+:1]([O-:3])=[O:2])[CH:5]=3)=[CH:11][CH:12]=2)[N:16]([C:19]2[CH:24]=[CH:23][N:22]=[CH:21][CH:20]=2)[CH:15]=1.